This data is from Catalyst prediction with 721,799 reactions and 888 catalyst types from USPTO. The task is: Predict which catalyst facilitates the given reaction. (1) Reactant: [C:1](=[O:4])([O-])[O-].[K+].[K+].[CH3:7][O:8][C:9]1[N:10]=[C:11]2[C:16](=[CH:17][CH:18]=1)[N:15]=[CH:14][C:13](O)=[CH:12]2.IC.C(OCC)(=O)C. The catalyst class is: 21. Product: [CH3:7][O:8][C:9]1[CH:18]=[CH:17][C:16]2[C:11](=[CH:12][C:13]([O:4][CH3:1])=[CH:14][N:15]=2)[N:10]=1. (2) Reactant: [CH2:1]([O:9][CH2:10][C:11]([CH2:16][O:17][CH2:18][CH2:19][CH2:20][CH2:21][CH2:22][CH2:23][CH2:24][CH3:25])([CH2:14][OH:15])[CH2:12][OH:13])[CH2:2][CH2:3][CH2:4][CH2:5][CH2:6][CH2:7][CH3:8].[H-].[Na+:27].[S:28]1([O:34][CH2:33][CH2:32][O:31]1)(=[O:30])=[O:29].Cl. Product: [S:28]([O:34][S:28]([O-:31])(=[O:30])=[O:29])([O-:31])(=[O:30])=[O:29].[CH2:18]([O:17][CH2:16][C:11]([CH2:10][O:9][CH2:1][CH2:2][CH2:3][CH2:4][CH2:5][CH2:6][CH2:7][CH3:8])([CH2:14][O:15][CH2:32][CH2:33][OH:34])[CH2:12][O:13][CH2:32][CH2:33][OH:34])[CH2:19][CH2:20][CH2:21][CH2:22][CH2:23][CH2:24][CH3:25].[Na+:27].[Na+:27]. The catalyst class is: 36. (3) Reactant: [CH2:1]([O:3][C:4]([C:6]1[C:35](=[O:36])[N:34]([CH:37]2[CH2:41][CH2:40][CH2:39][CH2:38]2)[C:9]2[N:10]=[C:11]([NH:14][C:15]3[CH:20]=[CH:19][C:18]([N:21]4[CH2:26][CH2:25][N:24](C(OC(C)(C)C)=O)[CH2:23][CH2:22]4)=[CH:17][N:16]=3)[N:12]=[CH:13][C:8]=2[CH:7]=1)=[O:5])[CH3:2].C(Cl)(Cl)[Cl:43]. Product: [ClH:43].[CH2:1]([O:3][C:4]([C:6]1[C:35](=[O:36])[N:34]([CH:37]2[CH2:41][CH2:40][CH2:39][CH2:38]2)[C:9]2[N:10]=[C:11]([NH:14][C:15]3[CH:20]=[CH:19][C:18]([N:21]4[CH2:22][CH2:23][NH:24][CH2:25][CH2:26]4)=[CH:17][N:16]=3)[N:12]=[CH:13][C:8]=2[CH:7]=1)=[O:5])[CH3:2]. The catalyst class is: 8. (4) Reactant: [Cl:1][C:2]1[N:3]=[C:4]([C:9]([NH:11][C@H:12]2[CH2:17][CH2:16][N:15]([C:18]3[S:19][C:20]([C:23]([O:25]CC)=[O:24])=[CH:21][N:22]=3)[CH2:14][C@H:13]2[O:28][CH2:29][CH3:30])=[O:10])[NH:5][C:6]=1[CH2:7][CH3:8].[OH-].[Li+].CO. Product: [Cl:1][C:2]1[N:3]=[C:4]([C:9]([NH:11][C@H:12]2[CH2:17][CH2:16][N:15]([C:18]3[S:19][C:20]([C:23]([OH:25])=[O:24])=[CH:21][N:22]=3)[CH2:14][C@H:13]2[O:28][CH2:29][CH3:30])=[O:10])[NH:5][C:6]=1[CH2:7][CH3:8]. The catalyst class is: 1. (5) Reactant: [OH:1][CH:2]1[CH2:7][CH2:6][NH:5][CH2:4][CH2:3]1.C([O-])(O)=O.[Na+].[N:13]#[C:14]Br. Product: [OH:1][CH:2]1[CH2:7][CH2:6][N:5]([C:14]#[N:13])[CH2:4][CH2:3]1. The catalyst class is: 46. (6) Reactant: [CH2:1]([O:8][C:9]1[C:14](=[O:15])[CH:13]=[C:12]([CH2:16][O:17][CH2:18][O:19][CH3:20])[O:11][C:10]=1[C:21]([OH:23])=O)[C:2]1[CH:7]=[CH:6][CH:5]=[CH:4][CH:3]=1.[C:24]([O:28][C:29](=[O:43])[NH:30][CH2:31][CH2:32][NH:33][CH2:34][C:35]1[CH:40]=[CH:39][C:38]([Cl:41])=[C:37]([Cl:42])[CH:36]=1)([CH3:27])([CH3:26])[CH3:25].C(N=C=NCCCN(C)C)C.ON1C2C=CC=CC=2N=N1.C(=O)([O-])O.[Na+]. Product: [CH2:1]([O:8][C:9]1[C:14](=[O:15])[CH:13]=[C:12]([CH2:16][O:17][CH2:18][O:19][CH3:20])[O:11][C:10]=1[C:21]([N:33]([CH2:32][CH2:31][NH:30][C:29](=[O:43])[O:28][C:24]([CH3:26])([CH3:25])[CH3:27])[CH2:34][C:35]1[CH:40]=[CH:39][C:38]([Cl:41])=[C:37]([Cl:42])[CH:36]=1)=[O:23])[C:2]1[CH:3]=[CH:4][CH:5]=[CH:6][CH:7]=1. The catalyst class is: 9. (7) Reactant: [CH3:1][C:2]1[N:7]=[N:6][C:5]([C:8]2[N:12]([C:13]3[CH:14]=[N:15][CH:16]=[CH:17][CH:18]=3)[N:11]=[C:10]([C:19]([O:21]C)=[O:20])[CH:9]=2)=[CH:4][CH:3]=1.[OH-].[Na+].Cl. Product: [CH3:1][C:2]1[N:7]=[N:6][C:5]([C:8]2[N:12]([C:13]3[CH:14]=[N:15][CH:16]=[CH:17][CH:18]=3)[N:11]=[C:10]([C:19]([OH:21])=[O:20])[CH:9]=2)=[CH:4][CH:3]=1. The catalyst class is: 83. (8) Reactant: [O-]S([O-])(=O)=O.[Mg+2].S(=O)(=O)(O)O.[OH:12][C:13]1[CH:21]=[CH:20][C:16]([C:17]([OH:19])=[O:18])=[CH:15][C:14]=1[N+:22]([O-:24])=[O:23].[C:25](O)([CH3:28])([CH3:27])[CH3:26].C(=O)([O-])O.[Na+]. Product: [OH:12][C:13]1[CH:21]=[CH:20][C:16]([C:17]([O:19][C:25]([CH3:28])([CH3:27])[CH3:26])=[O:18])=[CH:15][C:14]=1[N+:22]([O-:24])=[O:23]. The catalyst class is: 4. (9) Reactant: [Cl:1][C:2]1[N:20]=[CH:19][CH:18]=[CH:17][C:3]=1[C:4]([CH:6](C(OCC)=O)C(OCC)=O)=[O:5]. Product: [Cl:1][C:2]1[C:3]([C:4](=[O:5])[CH3:6])=[CH:17][CH:18]=[CH:19][N:20]=1. The catalyst class is: 58.